Dataset: Full USPTO retrosynthesis dataset with 1.9M reactions from patents (1976-2016). Task: Predict the reactants needed to synthesize the given product. (1) Given the product [C:1]1([S:7]([N:10]2[C:14]3=[N:15][CH:16]=[C:17]([CH:19]4[CH2:23][O:22][C:21]([CH3:24])([CH3:25])[O:20]4)[CH:18]=[C:13]3[CH:12]=[C:11]2[C:26]([O:33][S:50]([C:47]2[CH:48]=[CH:49][C:44]([CH3:64])=[CH:45][CH:46]=2)(=[O:52])=[O:51])=[CH:27][CH:28]2[CH2:32][CH2:31][CH2:30][CH2:29]2)(=[O:9])=[O:8])[CH:2]=[CH:3][CH:4]=[CH:5][CH:6]=1, predict the reactants needed to synthesize it. The reactants are: [C:1]1([S:7]([N:10]2[C:14]3=[N:15][CH:16]=[C:17]([CH:19]4[CH2:23][O:22][C:21]([CH3:25])([CH3:24])[O:20]4)[CH:18]=[C:13]3[CH:12]=[C:11]2[C:26](=[O:33])[CH2:27][CH:28]2[CH2:32][CH2:31][CH2:30][CH2:29]2)(=[O:9])=[O:8])[CH:6]=[CH:5][CH:4]=[CH:3][CH:2]=1.C[Si]([N-][Si](C)(C)C)(C)C.[Li+].[C:44]1([CH3:64])[CH:49]=[CH:48][C:47]([S:50](O[S:50]([C:47]2[CH:48]=[CH:49][C:44]([CH3:64])=[CH:45][CH:46]=2)(=[O:52])=[O:51])(=[O:52])=[O:51])=[CH:46][CH:45]=1. (2) The reactants are: [C:1]([O:5][C:6]([N:8]([C:30]([O:32][C:33]([CH3:36])([CH3:35])[CH3:34])=[O:31])[C@H:9]([C:22]([O:24][CH:25]1[CH2:29][CH2:28][CH2:27][CH2:26]1)=[O:23])[CH2:10][CH2:11][C:12]([O:14]CC1C=CC=CC=1)=[O:13])=[O:7])([CH3:4])([CH3:3])[CH3:2]. Given the product [C:1]([O:5][C:6]([N:8]([C:30]([O:32][C:33]([CH3:36])([CH3:35])[CH3:34])=[O:31])[C@H:9]([C:22]([O:24][CH:25]1[CH2:29][CH2:28][CH2:27][CH2:26]1)=[O:23])[CH2:10][CH2:11][C:12]([OH:14])=[O:13])=[O:7])([CH3:4])([CH3:3])[CH3:2], predict the reactants needed to synthesize it. (3) Given the product [Cl:10][C:9]1[C:2]([NH:1][CH3:13])=[C:3]([CH:6]=[CH:7][CH:8]=1)[C:4]#[N:5], predict the reactants needed to synthesize it. The reactants are: [NH2:1][C:2]1[C:9]([Cl:10])=[CH:8][CH:7]=[CH:6][C:3]=1[C:4]#[N:5].[H-].[Na+].[CH3:13]I. (4) The reactants are: [N+:1]([C:4]1[CH:5]=[CH:6][C:7]2[S:11][C:10]([NH2:12])=[N:9][C:8]=2[CH:13]=1)([O-])=O.O.O.[Sn](Cl)Cl. Given the product [NH2:1][C:4]1[CH:5]=[CH:6][C:7]2[S:11][C:10]([NH2:12])=[N:9][C:8]=2[CH:13]=1, predict the reactants needed to synthesize it. (5) Given the product [CH2:13]([O:17][C:18]1[CH:23]=[CH:22][C:21]([S:24]([NH:1][CH:2]([CH3:5])[CH2:3][OH:4])(=[O:26])=[O:25])=[CH:20][CH:19]=1)[C:14]#[C:15][CH3:16], predict the reactants needed to synthesize it. The reactants are: [NH2:1][C@H:2]([CH3:5])[CH2:3][OH:4].C(N(CC)CC)C.[CH2:13]([O:17][C:18]1[CH:23]=[CH:22][C:21]([S:24](Cl)(=[O:26])=[O:25])=[CH:20][CH:19]=1)[C:14]#[C:15][CH3:16]. (6) Given the product [Na:1].[O:47]1[C:51]2([CH2:56][CH2:55][CH2:54][CH2:53][CH2:52]2)[O:50][CH2:49][C@@H:48]1[CH2:15][O:16][C:17]1[CH:22]=[CH:21][N:20]=[C:19]([CH2:23][S:24]([C:26]2[NH:27][C:28]3[CH:34]=[CH:33][CH:32]=[CH:31][C:29]=3[N:30]=2)=[O:25])[C:18]=1[CH3:35], predict the reactants needed to synthesize it. The reactants are: [Na:1].C(C1(C[CH2:15][O:16][C:17]2[CH:22]=[CH:21][N:20]=[C:19]([CH2:23][S:24]([C:26]3[NH:30][C:29]4[CH:31]=[CH:32][CH:33]=[CH:34][C:28]=4[N:27]=3)=[O:25])[C:18]=2[CH3:35])OCC2(OCCO2)CO1)C.ClC1C=CC=C(C(OO)=O)C=1.[O:47]1[C:51]2([CH2:56][CH2:55][CH2:54][CH2:53][CH2:52]2)[O:50][CH2:49][CH:48]1CO. (7) Given the product [Cl:9][C:5]1[CH:4]=[C:3]([CH:8]=[CH:7][CH:6]=1)[CH2:2][O:10][C:11]1[CH:18]=[CH:17][C:14]([CH:15]=[O:16])=[CH:13][CH:12]=1, predict the reactants needed to synthesize it. The reactants are: Br[CH2:2][C:3]1[CH:8]=[CH:7][CH:6]=[C:5]([Cl:9])[CH:4]=1.[OH:10][C:11]1[CH:18]=[CH:17][C:14]([CH:15]=[O:16])=[CH:13][CH:12]=1.C([O-])([O-])=O.[K+].[K+]. (8) Given the product [CH3:20][O:19][C:17]([C:16]1[CH:15]=[C:14]2[C:13]([CH:12]=[CH:11][NH:23]2)=[CH:22][CH:21]=1)=[O:18], predict the reactants needed to synthesize it. The reactants are: O1CCCC1.C(O)C.CN(C)/[CH:11]=[CH:12]/[C:13]1[CH:22]=[CH:21][C:16]([C:17]([O:19][CH3:20])=[O:18])=[CH:15][C:14]=1[N+:23]([O-])=O.S(S([O-])=O)([O-])=O.[Na+].[Na+]. (9) Given the product [NH2:30][C@@H:18]([CH2:19][C:20]1[CH:25]=[CH:24][C:23]([C:26]([F:27])([F:29])[F:28])=[CH:22][CH:21]=1)[CH2:17][NH:16][C:14]1[O:15][C:11]([C:7]2[CH:6]=[C:5]3[C:10](=[CH:9][CH:8]=2)[CH:1]=[N:2][CH:3]=[CH:4]3)=[N:12][N:13]=1, predict the reactants needed to synthesize it. The reactants are: [CH:1]1[C:10]2[C:5](=[CH:6][C:7]([C:11]3[O:15][C:14]([NH:16][CH2:17][C@@H:18]([NH:30]C(=O)OC(C)(C)C)[CH2:19][C:20]4[CH:25]=[CH:24][C:23]([C:26]([F:29])([F:28])[F:27])=[CH:22][CH:21]=4)=[N:13][N:12]=3)=[CH:8][CH:9]=2)[CH:4]=[CH:3][N:2]=1.C(O)(C(F)(F)F)=O.